Task: Regression. Given a peptide amino acid sequence and an MHC pseudo amino acid sequence, predict their binding affinity value. This is MHC class II binding data.. Dataset: Peptide-MHC class II binding affinity with 134,281 pairs from IEDB The peptide sequence is LDKFLANVSTVLTGK. The MHC is DRB3_0202 with pseudo-sequence DRB3_0202. The binding affinity (normalized) is 0.877.